This data is from NCI-60 drug combinations with 297,098 pairs across 59 cell lines. The task is: Regression. Given two drug SMILES strings and cell line genomic features, predict the synergy score measuring deviation from expected non-interaction effect. (1) Drug 1: C1CCN(CC1)CCOC2=CC=C(C=C2)C(=O)C3=C(SC4=C3C=CC(=C4)O)C5=CC=C(C=C5)O. Drug 2: CC1OCC2C(O1)C(C(C(O2)OC3C4COC(=O)C4C(C5=CC6=C(C=C35)OCO6)C7=CC(=C(C(=C7)OC)O)OC)O)O. Cell line: NCI/ADR-RES. Synergy scores: CSS=-0.185, Synergy_ZIP=-0.400, Synergy_Bliss=-1.19, Synergy_Loewe=-1.44, Synergy_HSA=-1.89. (2) Drug 1: CN(C)C1=NC(=NC(=N1)N(C)C)N(C)C. Drug 2: C1=CC(=CC=C1CC(C(=O)O)N)N(CCCl)CCCl.Cl. Cell line: HL-60(TB). Synergy scores: CSS=49.7, Synergy_ZIP=4.88, Synergy_Bliss=4.63, Synergy_Loewe=-35.5, Synergy_HSA=1.63.